The task is: Predict the reactants needed to synthesize the given product.. This data is from Full USPTO retrosynthesis dataset with 1.9M reactions from patents (1976-2016). (1) Given the product [CH3:1][O:2][C:3](=[O:32])[CH2:4][C@H:5]1[C:9]2[CH:10]=[CH:11][C:12]([O:14][C@H:15]3[C:23]4[C:18](=[C:19]([C:25]5[C:26]([C:35]6[CH:36]=[CH:37][O:33][CH:34]=6)=[N:27][CH:28]=[CH:29][CH:30]=5)[CH:20]=[CH:21][C:22]=4[F:24])[CH2:17][CH2:16]3)=[CH:13][C:8]=2[O:7][CH2:6]1, predict the reactants needed to synthesize it. The reactants are: [CH3:1][O:2][C:3](=[O:32])[CH2:4][C@H:5]1[C:9]2[CH:10]=[CH:11][C:12]([O:14][C@H:15]3[C:23]4[C:18](=[C:19]([C:25]5[C:26](Br)=[N:27][CH:28]=[CH:29][CH:30]=5)[CH:20]=[CH:21][C:22]=4[F:24])[CH2:17][CH2:16]3)=[CH:13][C:8]=2[O:7][CH2:6]1.[O:33]1[CH:37]=[CH:36][C:35](B(O)O)=[CH:34]1. (2) The reactants are: [H-].[Na+].[S:3]1[CH2:8][CH2:7][CH2:6][S:5][CH:4]1[C:9]([O:11][CH2:12][CH3:13])=[O:10].Br[CH2:15][CH:16]1[CH2:18][CH2:17]1.[Cl-].[NH4+]. Given the product [CH2:12]([O:11][C:9]([C:4]1([CH2:15][CH:16]2[CH2:18][CH2:17]2)[S:5][CH2:6][CH2:7][CH2:8][S:3]1)=[O:10])[CH3:13], predict the reactants needed to synthesize it. (3) The reactants are: [Br:1][C:2]1[CH:7]=[CH:6][C:5]([C@H:8]2[CH2:13][C@@H:12]([C:14]([F:17])([F:16])[F:15])[N:11]3[N:18]=[CH:19][C:20]([C:21]([OH:23])=O)=[C:10]3[NH:9]2)=[CH:4][CH:3]=1.CN(C(ON1N=NC2C=CC=NC1=2)=[N+](C)C)C.F[P-](F)(F)(F)(F)F.C(N(CC)C(C)C)(C)C.[CH3:57][C:58]1[CH:65]=[CH:64][C:61]([CH2:62][NH2:63])=[CH:60][CH:59]=1. Given the product [Br:1][C:2]1[CH:3]=[CH:4][C:5]([C@H:8]2[CH2:13][C@@H:12]([C:14]([F:16])([F:17])[F:15])[N:11]3[N:18]=[CH:19][C:20]([C:21]([NH:63][CH2:62][C:61]4[CH:64]=[CH:65][C:58]([CH3:57])=[CH:59][CH:60]=4)=[O:23])=[C:10]3[NH:9]2)=[CH:6][CH:7]=1, predict the reactants needed to synthesize it. (4) The reactants are: [H-].[Na+].[NH:3]1[CH:7]=[CH:6][CH:5]=[N:4]1.[F:8][C:9]1[CH:10]=[C:11]([C:16]2[CH2:20][CH:19]([CH2:21][N:22]3[CH:26]=[CH:25][N:24]=[N:23]3)[O:18][N:17]=2)[CH:12]=[CH:13][C:14]=1F. Given the product [F:8][C:9]1[CH:10]=[C:11]([C:16]2[CH2:20][CH:19]([CH2:21][N:22]3[CH:26]=[CH:25][N:24]=[N:23]3)[O:18][N:17]=2)[CH:12]=[CH:13][C:14]=1[N:3]1[CH:7]=[CH:6][CH:5]=[N:4]1, predict the reactants needed to synthesize it. (5) The reactants are: [OH:1][C@H:2]1[CH2:7][CH2:6][C@H:5]([NH:8][C:9]([C:11]2[CH:16]=[CH:15][C:14]([C:17]3[CH:22]=[CH:21][C:20]([CH2:23][C@H:24]([NH:39][C:40]([C@H:42]4[CH2:47][CH2:46][C@H:45]([CH2:48][NH:49]C(=O)OC(C)(C)C)[CH2:44][CH2:43]4)=[O:41])[C:25](=[O:38])[NH:26][C:27]4[CH:32]=[CH:31][C:30]([C:33]5[N:34]=[N:35][NH:36][N:37]=5)=[CH:29][CH:28]=4)=[CH:19][CH:18]=3)=[C:13]([CH3:57])[CH:12]=2)=[O:10])[CH2:4][CH2:3]1.[ClH:58]. Given the product [ClH:58].[NH2:49][CH2:48][C@H:45]1[CH2:46][CH2:47][C@H:42]([C:40]([NH:39][C@H:24]([C:25](=[O:38])[NH:26][C:27]2[CH:28]=[CH:29][C:30]([C:33]3[N:34]=[N:35][NH:36][N:37]=3)=[CH:31][CH:32]=2)[CH2:23][C:20]2[CH:21]=[CH:22][C:17]([C:14]3[CH:15]=[CH:16][C:11]([C:9]([NH:8][C@H:5]4[CH2:4][CH2:3][C@H:2]([OH:1])[CH2:7][CH2:6]4)=[O:10])=[CH:12][C:13]=3[CH3:57])=[CH:18][CH:19]=2)=[O:41])[CH2:43][CH2:44]1, predict the reactants needed to synthesize it.